This data is from Full USPTO retrosynthesis dataset with 1.9M reactions from patents (1976-2016). The task is: Predict the reactants needed to synthesize the given product. (1) Given the product [F:25][C:22]1[CH:21]=[CH:20][C:19]([C:17]2[C:16](=[O:26])[N:15]([CH3:27])[C:9]3[N:10]([CH3:14])[C:11]4[C:7]([C:8]=3[CH:18]=2)=[CH:6][C:5]([C:3]2[N:38]=[C:36]([CH2:35][O:34][C:28](=[O:33])[C:29]([CH3:32])([CH3:31])[CH3:30])[S:37][CH:2]=2)=[CH:13][CH:12]=4)=[CH:24][CH:23]=1, predict the reactants needed to synthesize it. The reactants are: Br[CH2:2][C:3]([C:5]1[CH:6]=[C:7]2[C:11](=[CH:12][CH:13]=1)[N:10]([CH3:14])[C:9]1[N:15]([CH3:27])[C:16](=[O:26])[C:17]([C:19]3[CH:24]=[CH:23][C:22]([F:25])=[CH:21][CH:20]=3)=[CH:18][C:8]2=1)=O.[C:28]([O:34][CH2:35][C:36]([NH2:38])=[S:37])(=[O:33])[C:29]([CH3:32])([CH3:31])[CH3:30]. (2) Given the product [O:23]1[CH2:24][CH2:25][CH2:26][CH:22]1[CH2:21][NH:20][C:2]1[CH:7]=[CH:6][C:5]([C:8]2[O:9][C:10]3[CH:16]=[CH:15][CH:14]=[CH:13][C:11]=3[N:12]=2)=[CH:4][C:3]=1[NH2:17], predict the reactants needed to synthesize it. The reactants are: F[C:2]1[CH:7]=[CH:6][C:5]([C:8]2[O:9][C:10]3[CH:16]=[CH:15][CH:14]=[CH:13][C:11]=3[N:12]=2)=[CH:4][C:3]=1[N+:17]([O-])=O.[NH2:20][CH2:21][CH:22]1[CH2:26][CH2:25][CH2:24][O:23]1.O.[H][H]. (3) Given the product [OH:9][CH2:8][C:4]1[CH:3]=[C:2]([S:1][C:11]2[CH:12]=[C:13]([CH:16]=[CH:17][N:18]=2)[C:14]#[N:15])[CH:7]=[CH:6][CH:5]=1, predict the reactants needed to synthesize it. The reactants are: [SH:1][C:2]1[CH:3]=[C:4]([CH2:8][OH:9])[CH:5]=[CH:6][CH:7]=1.Cl[C:11]1[CH:12]=[C:13]([CH:16]=[CH:17][N:18]=1)[C:14]#[N:15]. (4) Given the product [C:1]([O:5][C:6]([N:8]1[CH:13]2[CH2:14][CH2:15][CH:9]1[CH2:10][CH:11]([CH2:16][C:17]([O:19][CH2:20][CH3:21])=[O:18])[CH2:12]2)=[O:7])([CH3:4])([CH3:3])[CH3:2], predict the reactants needed to synthesize it. The reactants are: [C:1]([O:5][C:6]([N:8]1[CH:13]2[CH2:14][CH2:15][CH:9]1[CH2:10][C:11](=[CH:16][C:17]([O:19][CH2:20][CH3:21])=[O:18])[CH2:12]2)=[O:7])([CH3:4])([CH3:3])[CH3:2].